Dataset: Full USPTO retrosynthesis dataset with 1.9M reactions from patents (1976-2016). Task: Predict the reactants needed to synthesize the given product. (1) Given the product [F:46][CH:44]([F:45])[C:34]1[N:33]([C:23]2[N:24]=[C:25]([N:27]3[CH2:32][CH2:31][O:30][CH2:29][CH2:28]3)[N:26]=[C:21]([NH:1][C:2]3[CH:7]=[C:6]([O:8][CH3:9])[N:5]=[CH:4][N:3]=3)[N:22]=2)[C:37]2[CH:38]=[CH:39][CH:40]=[C:41]([O:42][CH3:43])[C:36]=2[N:35]=1, predict the reactants needed to synthesize it. The reactants are: [NH2:1][C:2]1[CH:7]=[C:6]([O:8][CH3:9])[N:5]=[CH:4][N:3]=1.C[Si]([N-][Si](C)(C)C)(C)C.[Na+].Cl[C:21]1[N:26]=[C:25]([N:27]2[CH2:32][CH2:31][O:30][CH2:29][CH2:28]2)[N:24]=[C:23]([N:33]2[C:37]3[CH:38]=[CH:39][CH:40]=[C:41]([O:42][CH3:43])[C:36]=3[N:35]=[C:34]2[CH:44]([F:46])[F:45])[N:22]=1. (2) Given the product [Cl:33][C:34]1[CH:39]=[C:38]([CH2:40][N:41]2[C:45]([CH3:46])=[CH:44][C:43]([C:47]([O:49][CH2:50][CH3:51])=[O:48])=[N:42]2)[C:37]2[O:52][C:14]([C:2]3[CH:7]=[CH:6][C:5]([F:8])=[CH:4][N:3]=3)=[CH:13][C:36]=2[CH:35]=1, predict the reactants needed to synthesize it. The reactants are: Br[C:2]1[CH:7]=[CH:6][C:5]([F:8])=[CH:4][N:3]=1.C[Si]([C:13]#[CH:14])(C)C.[F-].C([N+](CCCC)(CCCC)CCCC)CCC.[Cl:33][C:34]1[CH:35]=[C:36](I)[C:37]([OH:52])=[C:38]([CH2:40][N:41]2[C:45]([CH3:46])=[CH:44][C:43]([C:47]([O:49][CH2:50][CH3:51])=[O:48])=[N:42]2)[CH:39]=1. (3) Given the product [C:22]([NH:30][CH2:31][CH2:32][CH:33]1[CH2:37][CH2:36][CH2:35][N:34]1[C:19](=[O:20])[C:17]([C:14]1[C:12]2[C:11](=[CH:10][CH:9]=[CH:8][CH:13]=2)[NH:16][CH:15]=1)=[O:18])(=[O:29])[C:23]1[CH:24]=[CH:25][CH:26]=[CH:27][CH:28]=1, predict the reactants needed to synthesize it. The reactants are: C(N(CC)CC)C.[CH:8]1[CH:13]=[C:12]2[C:14]([C:17]([C:19](Cl)=[O:20])=[O:18])=[CH:15][NH:16][C:11]2=[CH:10][CH:9]=1.[C:22]([NH:30][CH2:31][CH2:32][CH:33]1[CH2:37][CH2:36][CH2:35][NH:34]1)(=[O:29])[C:23]1[CH:28]=[CH:27][CH:26]=[CH:25][CH:24]=1. (4) The reactants are: [CH2:1]([N:8]1[CH2:12][CH2:11][CH:10]2[CH2:13][NH:14][CH2:15][CH:9]12)[C:2]1[CH:7]=[CH:6][CH:5]=[CH:4][CH:3]=1.C(=O)([O-])[O-].[K+].[K+].[Cl:22][C:23]1[CH:24]=[CH:25][C:26]([CH2:29][O:30][C:31]2[CH:36]=[CH:35][N:34]([C:37]3[CH:38]=[N:39][C:40](F)=[CH:41][CH:42]=3)[C:33](=[O:44])[CH:32]=2)=[N:27][CH:28]=1. Given the product [Cl:22][C:23]1[CH:24]=[CH:25][C:26]([CH2:29][O:30][C:31]2[CH:36]=[CH:35][N:34]([C:37]3[CH:38]=[N:39][C:40]([N:14]4[CH2:13][CH:10]5[CH:9]([N:8]([CH2:1][C:2]6[CH:7]=[CH:6][CH:5]=[CH:4][CH:3]=6)[CH2:12][CH2:11]5)[CH2:15]4)=[CH:41][CH:42]=3)[C:33](=[O:44])[CH:32]=2)=[N:27][CH:28]=1, predict the reactants needed to synthesize it. (5) The reactants are: [O:1]1[C:6]2[CH:7]=[CH:8][C:9]([NH:11][C:12]([C:14]3[CH:19]=[CH:18][C:17]([CH3:20])=[CH:16][CH:15]=3)=[NH:13])=[CH:10][C:5]=2[O:4][CH2:3][CH2:2]1.C(=O)(O)[O-].[Na+].Br[CH2:27][C:28](=O)[C:29]([O:31][CH2:32][CH3:33])=[O:30]. Given the product [O:1]1[C:6]2[CH:7]=[CH:8][C:9]([N:11]3[CH:27]=[C:28]([C:29]([O:31][CH2:32][CH3:33])=[O:30])[N:13]=[C:12]3[C:14]3[CH:15]=[CH:16][C:17]([CH3:20])=[CH:18][CH:19]=3)=[CH:10][C:5]=2[O:4][CH2:3][CH2:2]1, predict the reactants needed to synthesize it. (6) Given the product [CH:12]1([CH2:11][S:8]([C:4]2[CH:3]=[C:2](/[CH:20]=[CH:19]/[CH2:18][NH:21][C:22](=[O:27])[C:23]([F:26])([F:25])[F:24])[CH:7]=[CH:6][CH:5]=2)(=[O:10])=[O:9])[CH2:17][CH2:16][CH2:15][CH2:14][CH2:13]1, predict the reactants needed to synthesize it. The reactants are: Br[C:2]1[CH:7]=[CH:6][CH:5]=[C:4]([S:8]([CH2:11][CH:12]2[CH2:17][CH2:16][CH2:15][CH2:14][CH2:13]2)(=[O:10])=[O:9])[CH:3]=1.[CH2:18]([NH:21][C:22](=[O:27])[C:23]([F:26])([F:25])[F:24])[CH:19]=[CH2:20].